This data is from Forward reaction prediction with 1.9M reactions from USPTO patents (1976-2016). The task is: Predict the product of the given reaction. (1) Given the reactants [OH:1][C:2]1[CH:3]=[C:4]([C:12]([O:14]C)=O)[CH:5]=[C:6]([CH:11]=1)[C:7]([O:9]C)=O.[H-].[Na+].Cl[C:19]1[C:24]([Cl:25])=[CH:23][C:22]([C:26]([F:29])([F:28])[F:27])=[CH:21][N:20]=1.[H-].[Al+3].[Li+].[H-].[H-].[H-].O.O.O.O.O.O.O.O.O.O.S([O-])([O-])(=O)=O.[Na+].[Na+], predict the reaction product. The product is: [Cl:25][C:24]1[C:19]([O:1][C:2]2[CH:11]=[C:6]([CH2:7][OH:9])[CH:5]=[C:4]([CH2:12][OH:14])[CH:3]=2)=[N:20][CH:21]=[C:22]([C:26]([F:28])([F:27])[F:29])[CH:23]=1. (2) Given the reactants [CH:1]12[CH2:7][CH:4]([CH:5]=[CH:6]1)[CH2:3][C:2]2([CH2:10][OH:11])[CH2:8][OH:9].[H][H], predict the reaction product. The product is: [CH:1]12[CH2:7][CH:4]([CH2:5][CH2:6]1)[CH2:3][C:2]2([CH2:8][OH:9])[CH2:10][OH:11]. (3) Given the reactants BrC1C=CC2N[C:10]3[CH:9]=[CH:8][C:7]4[CH:15]=[CH:16][N:17]([C:18]5C=CC=C[CH:19]=5)[C:6]=4[C:5]=3C=2C=1.Br[C:25]1[CH:26]=[C:27]2[C:35](=[CH:36][CH:37]=1)[NH:34][C:33]1[C:28]2=[CH:29][CH:30]=[C:31]2N(C3C=CC=CC=3)[CH:39]=[CH:38][C:32]2=1, predict the reaction product. The product is: [CH2:9]1[CH2:8][CH2:7][CH:6]([N:17]2[CH2:18][CH2:19][N:34]([CH:33]([C:32]3[CH:31]=[CH:30][CH:29]=[CH:39][CH:38]=3)[CH2:28][C:27]3[CH:26]=[CH:25][CH:37]=[CH:36][CH:35]=3)[CH2:15][CH2:16]2)[CH2:5][CH2:10]1. (4) Given the reactants [Cl:1][C:2]1[CH:7]=[CH:6][CH:5]=[CH:4][C:3]=1[C:8]1[O:9][C:10]([CH:26]([CH3:28])[CH3:27])=[C:11]([CH2:13][CH2:14]OS(C2C=CC(C)=CC=2)(=O)=O)[N:12]=1.[I-:29].[Na+].O, predict the reaction product. The product is: [Cl:1][C:2]1[CH:7]=[CH:6][CH:5]=[CH:4][C:3]=1[C:8]1[O:9][C:10]([CH:26]([CH3:28])[CH3:27])=[C:11]([CH2:13][CH2:14][I:29])[N:12]=1. (5) Given the reactants Cl.[CH3:2][N:3]([CH3:12])[C:4]([C@@H:6]1[CH2:11][CH2:10][CH2:9][CH2:8][NH:7]1)=[O:5].C(=O)(O)[O-].[Na+].[C:18](Cl)(=[O:25])[C:19]1[CH:24]=[CH:23][CH:22]=[CH:21][CH:20]=1, predict the reaction product. The product is: [CH3:2][N:3]([CH3:12])[C:4]([C@@H:6]1[CH2:11][CH2:10][CH2:9][CH2:8][N:7]1[C:18]([C:19]1[CH:24]=[CH:23][CH:22]=[CH:21][CH:20]=1)=[O:25])=[O:5]. (6) Given the reactants Cl.[NH:2]1[CH2:7][CH2:6][CH:5]([CH2:8][CH2:9][CH2:10][OH:11])[CH2:4][CH2:3]1.S(C1C=CC(C)=CC=1)([O-])(=O)=O.[NH+]1C=CC=CC=1.C(=O)([O-])[O-].[K+].[K+].[C:35]1([CH:41]([C:43]2[CH:48]=[CH:47][CH:46]=[CH:45][CH:44]=2)Br)[CH:40]=[CH:39][CH:38]=[CH:37][CH:36]=1, predict the reaction product. The product is: [C:35]1([CH:41]([C:43]2[CH:44]=[CH:45][CH:46]=[CH:47][CH:48]=2)[N:2]2[CH2:7][CH2:6][CH:5]([CH2:8][CH2:9][CH2:10][OH:11])[CH2:4][CH2:3]2)[CH:40]=[CH:39][CH:38]=[CH:37][CH:36]=1.